Dataset: Experimental lipophilicity measurements (octanol/water distribution) for 4,200 compounds from AstraZeneca. Task: Regression/Classification. Given a drug SMILES string, predict its absorption, distribution, metabolism, or excretion properties. Task type varies by dataset: regression for continuous measurements (e.g., permeability, clearance, half-life) or binary classification for categorical outcomes (e.g., BBB penetration, CYP inhibition). For this dataset (lipophilicity_astrazeneca), we predict Y. (1) The compound is CC(C)c1nc(N2CCN(c3ncc(OCc4ccncc4C#N)cn3)[C@H](C)C2)no1. The Y is 3.30 logD. (2) The drug is COc1cc(O)c(S(=O)(=O)N2c3ccccc3CCC2C)cc1NC(=O)CCC(=O)O. The Y is -0.270 logD. (3) The compound is COc1cc2ncnc(Nc3ccc(F)cc3)c2cc1OC. The Y is 3.10 logD. (4) The compound is Cc1ccc(S(=O)(=O)Nc2c(C(=O)N[C@@H](C)C(C)(C)C)c(C)nn2C2CCOC2)cc1. The Y is 0.780 logD. (5) The compound is Cc1cc(C)c2c(N)c(C(=O)NCc3ccccc3)sc2n1. The Y is 3.41 logD. (6) The drug is Cc1ccc(C(=O)NC2CC2)cc1-c1ccc(C(=O)NCC2CC2)nc1. The Y is 3.36 logD.